This data is from Peptide-MHC class II binding affinity with 134,281 pairs from IEDB. The task is: Regression. Given a peptide amino acid sequence and an MHC pseudo amino acid sequence, predict their binding affinity value. This is MHC class II binding data. (1) The MHC is DRB1_0101 with pseudo-sequence DRB1_0101. The binding affinity (normalized) is 0.551. The peptide sequence is PAVKYIEPDMIVNAT. (2) The peptide sequence is SSYAATEVANAAAAS. The MHC is DRB1_1001 with pseudo-sequence DRB1_1001. The binding affinity (normalized) is 0.595. (3) The peptide sequence is KYDAYVATLSEALRI. The MHC is HLA-DPA10103-DPB10301 with pseudo-sequence HLA-DPA10103-DPB10301. The binding affinity (normalized) is 0.130. (4) The peptide sequence is LAQEAGNFERISGDL. The MHC is HLA-DQA10401-DQB10402 with pseudo-sequence HLA-DQA10401-DQB10402. The binding affinity (normalized) is 0.324. (5) The peptide sequence is MGGLWKYLNAVSLCI. The MHC is HLA-DQA10201-DQB10301 with pseudo-sequence HLA-DQA10201-DQB10301. The binding affinity (normalized) is 0.432. (6) The peptide sequence is ECYTGFRSLIDDT. The MHC is HLA-DPA10201-DPB10501 with pseudo-sequence HLA-DPA10201-DPB10501. The binding affinity (normalized) is 0.213. (7) The peptide sequence is AVVCGRRHGVRIRVR. The MHC is HLA-DPA10103-DPB10201 with pseudo-sequence HLA-DPA10103-DPB10201. The binding affinity (normalized) is 0.139. (8) The peptide sequence is YHLLCLERDLQRLIG. The MHC is DRB5_0101 with pseudo-sequence DRB5_0101. The binding affinity (normalized) is 0.0985. (9) The peptide sequence is APSGRIVMELYADVV. The MHC is DRB5_0101 with pseudo-sequence DRB5_0101. The binding affinity (normalized) is 0.0905. (10) The peptide sequence is GKIWPSHKGRPGNFLQSR. The MHC is HLA-DQA10501-DQB10201 with pseudo-sequence HLA-DQA10501-DQB10201. The binding affinity (normalized) is 0.0540.